Dataset: Full USPTO retrosynthesis dataset with 1.9M reactions from patents (1976-2016). Task: Predict the reactants needed to synthesize the given product. (1) Given the product [CH3:14][O:15][C:16](=[O:30])[CH2:17][C:18]1[C:22]2[C:23]([Cl:28])=[CH:24][C:25]([O:27][CH2:38][C:37]3[C:32]([CH3:31])=[N:33][C:34]([C:40]([F:43])([F:41])[F:42])=[CH:35][CH:36]=3)=[CH:26][C:21]=2[S:20][C:19]=1[CH3:29], predict the reactants needed to synthesize it. The reactants are: C(P(CCCC)CCCC)CCC.[CH3:14][O:15][C:16](=[O:30])[CH2:17][C:18]1[C:22]2[C:23]([Cl:28])=[CH:24][C:25]([OH:27])=[CH:26][C:21]=2[S:20][C:19]=1[CH3:29].[CH3:31][C:32]1[C:37]([CH2:38]O)=[CH:36][CH:35]=[C:34]([C:40]([F:43])([F:42])[F:41])[N:33]=1.C1CCN(C(N=NC(N2CCCCC2)=O)=O)CC1. (2) Given the product [N:36]1([CH2:10][C:9]2[C:5]([C:1]([CH3:2])([CH3:4])[CH3:3])=[N:6][N:7]([C:12]3[CH:17]=[CH:16][N:15]=[C:14]([NH:18][C:19]4[C:20]([O:33][CH3:34])=[CH:21][C:22]([N:28]5[CH2:29][CH2:30][CH2:31][CH2:32]5)=[C:23]([NH:25][C:20](=[O:33])[CH:19]=[CH2:24])[CH:24]=4)[N:13]=3)[CH:8]=2)[CH2:39][CH2:38][CH2:37]1, predict the reactants needed to synthesize it. The reactants are: [C:1]([C:5]1[C:9]([CH:10]=O)=[CH:8][N:7]([C:12]2[CH:17]=[CH:16][N:15]=[C:14]([NH:18][C:19]3[CH:24]=[C:23]([N+:25]([O-])=O)[C:22]([N:28]4[CH2:32][CH2:31][CH2:30][CH2:29]4)=[CH:21][C:20]=3[O:33][CH3:34])[N:13]=2)[N:6]=1)([CH3:4])([CH3:3])[CH3:2].Cl.[NH:36]1[CH2:39][CH2:38][CH2:37]1.